Task: Predict the reactants needed to synthesize the given product.. Dataset: Full USPTO retrosynthesis dataset with 1.9M reactions from patents (1976-2016) Given the product [ClH:1].[C:2]1([C@H:12]([NH:14][CH2:15][C:16]#[C:17][C:19]2[CH:24]=[CH:23][CH:22]=[C:21]([C:25]([F:28])([F:27])[F:26])[CH:20]=2)[CH3:13])[C:11]2[C:6](=[CH:7][CH:8]=[CH:9][CH:10]=2)[CH:5]=[CH:4][CH:3]=1, predict the reactants needed to synthesize it. The reactants are: [ClH:1].[C:2]1([C@H:12]([NH:14][CH2:15][C:16]#[CH:17])[CH3:13])[C:11]2[C:6](=[CH:7][CH:8]=[CH:9][CH:10]=2)[CH:5]=[CH:4][CH:3]=1.I[C:19]1[CH:24]=[CH:23][CH:22]=[C:21]([C:25]([F:28])([F:27])[F:26])[CH:20]=1.